From a dataset of TCR-epitope binding with 47,182 pairs between 192 epitopes and 23,139 TCRs. Binary Classification. Given a T-cell receptor sequence (or CDR3 region) and an epitope sequence, predict whether binding occurs between them. (1) The epitope is GLCTLVAML. The TCR CDR3 sequence is CASSLDIGVSEAFF. Result: 1 (the TCR binds to the epitope). (2) The epitope is LSDDAVVCFNSTY. The TCR CDR3 sequence is CASSEIAGGLGFF. Result: 0 (the TCR does not bind to the epitope).